From a dataset of Catalyst prediction with 721,799 reactions and 888 catalyst types from USPTO. Predict which catalyst facilitates the given reaction. (1) Reactant: O=P12OP3(OP(OP(O3)(O1)=O)(=O)O2)=O.[CH:15]([NH:17][CH2:18][CH2:19][C:20]1[CH:25]=[CH:24][CH:23]=[CH:22][CH:21]=1)=O.[OH-].[K+]. Product: [CH2:15]1[C:25]2[C:20](=[CH:21][CH:22]=[CH:23][CH:24]=2)[CH:19]=[CH:18][NH:17]1. The catalyst class is: 6. (2) Reactant: Br[CH2:2][CH:3]([OH:6])[CH2:4]Br.C(=O)([O-])[O-].[Na+].[Na+].[C:13]([O:17][C:18](=[O:27])[NH:19][C@H:20]1[CH2:25][CH2:24][C@H:23]([NH2:26])[CH2:22][CH2:21]1)([CH3:16])([CH3:15])[CH3:14].N1C=CN=C1.[C:33]([Si:37]([C:45]1[CH:50]=[CH:49][CH:48]=[CH:47][CH:46]=1)([C:39]1[CH:44]=[CH:43][CH:42]=[CH:41][CH:40]=1)Cl)([CH3:36])([CH3:35])[CH3:34]. Product: [C:13]([O:17][C:18](=[O:27])[NH:19][C@H:20]1[CH2:21][CH2:22][C@H:23]([N:26]2[CH2:4][CH:3]([O:6][Si:37]([C:33]([CH3:36])([CH3:35])[CH3:34])([C:45]3[CH:46]=[CH:47][CH:48]=[CH:49][CH:50]=3)[C:39]3[CH:44]=[CH:43][CH:42]=[CH:41][CH:40]=3)[CH2:2]2)[CH2:24][CH2:25]1)([CH3:16])([CH3:14])[CH3:15]. The catalyst class is: 336. (3) Reactant: CC1NC2C[CH:9]([C:13]3[C:18]([O:19][CH3:20])=[CH:17][CH:16]=[CH:15][CH:14]=3)[CH2:10][C:11](=[O:12])[C:5]=2C(C2C=CC=C(O)C=2)C=1C(OCCOC)=O.C(O)(=O)C.N.COC1C=CC=CC=1C=O.C(OCC)(=O)CC([O-])=O. The catalyst class is: 21. Product: [CH3:20][O:19][C:18]1[CH:17]=[CH:16][CH:15]=[CH:14][C:13]=1[CH:9]=[CH:10][C:11](=[O:12])[CH3:5]. (4) Reactant: [C:1]([C:5]1[CH:10]=[CH:9][C:8]([O:11][CH2:12][C:13]([O:15][CH2:16][CH3:17])=[O:14])=[CH:7][CH:6]=1)(=O)[CH2:2][CH3:3].C(C(C1C=CC(O)=CC=1)=[C:21]([C:30]1[CH:35]=[CH:34][C:33]([O:36][CH3:37])=[CH:32][CH:31]=1)[C:22]1[CH:27]=[CH:26][C:25]([O:28][CH3:29])=[CH:24][CH:23]=1)C.BrCC(OCC)=O.C([O-])([O-])=O.[K+].[K+]. Product: [CH2:2]([C:1]([C:5]1[CH:10]=[CH:9][C:8]([O:11][CH2:12][C:13]([O:15][CH2:16][CH3:17])=[O:14])=[CH:7][CH:6]=1)=[C:21]([C:22]1[CH:27]=[CH:26][C:25]([O:28][CH3:29])=[CH:24][CH:23]=1)[C:30]1[CH:31]=[CH:32][C:33]([O:36][CH3:37])=[CH:34][CH:35]=1)[CH3:3]. The catalyst class is: 21. (5) Reactant: N1C=CC=CC=1.FC(F)(F)C(OC(=O)C(F)(F)F)=O.[Cl:20][C:21]1[CH:26]=[CH:25][N:24]=[C:23]([CH2:27][NH:28][C:29]2[O:30][C:31]3[C:37]([O:38][CH3:39])=[CH:36][C:35]([C:40]([N:42]4[CH2:47][C:46]([CH3:49])([CH3:48])[NH:45][C:44](=[O:50])[CH:43]4[CH2:51][C:52]([NH2:54])=O)=[O:41])=[CH:34][C:32]=3[N:33]=2)[CH:22]=1.O. Product: [Cl:20][C:21]1[CH:26]=[CH:25][N:24]=[C:23]([CH2:27][NH:28][C:29]2[O:30][C:31]3[C:37]([O:38][CH3:39])=[CH:36][C:35]([C:40]([N:42]4[CH2:47][C:46]([CH3:48])([CH3:49])[NH:45][C:44](=[O:50])[CH:43]4[CH2:51][C:52]#[N:54])=[O:41])=[CH:34][C:32]=3[N:33]=2)[CH:22]=1. The catalyst class is: 36. (6) The catalyst class is: 1. Product: [C:21]([O:20][C:18](=[O:19])[NH:10][C:7]1[CH:8]=[CH:9][C:4]([CH2:1][C:2]#[CH:3])=[CH:5][CH:6]=1)([CH3:24])([CH3:23])[CH3:22]. Reactant: [CH2:1]([C:4]1[CH:9]=[CH:8][C:7]([NH2:10])=[CH:6][CH:5]=1)[C:2]#[CH:3].C(N(CC)CC)C.[C:18](O[C:18]([O:20][C:21]([CH3:24])([CH3:23])[CH3:22])=[O:19])([O:20][C:21]([CH3:24])([CH3:23])[CH3:22])=[O:19]. (7) Reactant: [H-].[Na+].[F:3][C:4]([F:13])([F:12])[C:5]1([C:8](OC)=[O:9])[CH2:7][CH2:6]1.[C:14](#[N:16])[CH3:15]. Product: [O:9]=[C:8]([C:5]1([C:4]([F:13])([F:12])[F:3])[CH2:7][CH2:6]1)[CH2:15][C:14]#[N:16]. The catalyst class is: 1. (8) Reactant: [Cl:1][C:2]1[CH:7]=[CH:6][CH:5]=[C:4]([C:8]([F:11])([F:10])[F:9])[C:3]=1[C:12]([N:14]1[C:22]2[C:17](=[C:18]([F:23])[CH:19]=[CH:20][CH:21]=2)[C:16]([C:24]2([CH3:32])[CH2:29][CH2:28][CH:27]([CH2:30][OH:31])[CH2:26][CH2:25]2)=[N:15]1)=[O:13].CC(C)=[O:35].OS(O)(=O)=O.O=[Cr](=O)=O. Product: [Cl:1][C:2]1[CH:7]=[CH:6][CH:5]=[C:4]([C:8]([F:10])([F:11])[F:9])[C:3]=1[C:12]([N:14]1[C:22]2[C:17](=[C:18]([F:23])[CH:19]=[CH:20][CH:21]=2)[C:16]([C:24]2([CH3:32])[CH2:29][CH2:28][CH:27]([C:30]([OH:35])=[O:31])[CH2:26][CH2:25]2)=[N:15]1)=[O:13]. The catalyst class is: 21. (9) Reactant: [CH3:1][C:2]1([CH3:56])[CH2:7][O:6][C:5]([CH2:15][S:16][C@@H:17]([C:42](=[O:55])N2[C@@H](C3C=CC=CC=3)COC2=O)[C@H:18]([C:27]2[CH:41]=[CH:40][C:30]([O:31][CH2:32][C:33]([O:35][C:36]([CH3:39])([CH3:38])[CH3:37])=[O:34])=[CH:29][CH:28]=2)[NH:19][C:20]2[CH:25]=[CH:24][C:23]([F:26])=[CH:22][CH:21]=2)([C:8]2[CH:13]=[CH:12][C:11]([CH3:14])=[CH:10][CH:9]=2)[O:4][CH2:3]1.C/C(/O[Si](C)(C)C)=N\[Si](C)(C)C.[F-].C([N+](CCCC)(CCCC)CCCC)CCC. Product: [CH3:56][C:2]1([CH3:1])[CH2:7][O:6][C:5]([CH2:15][S:16][C@H:17]2[C:42](=[O:55])[N:19]([C:20]3[CH:21]=[CH:22][C:23]([F:26])=[CH:24][CH:25]=3)[C@@H:18]2[C:27]2[CH:41]=[CH:40][C:30]([O:31][CH2:32][C:33]([O:35][C:36]([CH3:38])([CH3:37])[CH3:39])=[O:34])=[CH:29][CH:28]=2)([C:8]2[CH:13]=[CH:12][C:11]([CH3:14])=[CH:10][CH:9]=2)[O:4][CH2:3]1. The catalyst class is: 11.